This data is from hERG potassium channel inhibition data for cardiac toxicity prediction from Karim et al.. The task is: Regression/Classification. Given a drug SMILES string, predict its toxicity properties. Task type varies by dataset: regression for continuous values (e.g., LD50, hERG inhibition percentage) or binary classification for toxic/non-toxic outcomes (e.g., AMES mutagenicity, cardiotoxicity, hepatotoxicity). Dataset: herg_karim. The molecule is O=C(Nc1ccccc1)Nc1n[nH]c2cc(Cl)c(-c3ccccc3)cc12. The result is 0 (non-blocker).